This data is from Reaction yield outcomes from USPTO patents with 853,638 reactions. The task is: Predict the reaction yield, written as a fraction of the theoretical maximum amount of product (1.0 means a 100% yield; for example, 0.34 means a 34% yield). (1) The reactants are C[O:2][C:3]([C:5]1[C:9]([NH:10][C:11]([C:13]2[CH:18]=[CH:17][CH:16]=[C:15]([C:19]3[CH:20]=[N:21][N:22]([CH2:24][CH2:25][Cl:26])[CH:23]=3)[N:14]=2)=[O:12])=[CH:8][N:7]([CH3:27])[N:6]=1)=[O:4].O.[OH-].[Li+:30]. The catalyst is C1COCC1.O. The product is [Cl:26][CH2:25][CH2:24][N:22]1[CH:23]=[C:19]([C:15]2[N:14]=[C:13]([C:11]([NH:10][C:9]3[C:5]([C:3]([O-:4])=[O:2])=[N:6][N:7]([CH3:27])[CH:8]=3)=[O:12])[CH:18]=[CH:17][CH:16]=2)[CH:20]=[N:21]1.[Li+:30]. The yield is 1.00. (2) The reactants are [CH:1]1([C:5]2[C:14]([I:15])=[CH:13][C:8]([C:9]([O:11]C)=[O:10])=[C:7]([CH2:16][CH3:17])[CH:6]=2)[CH2:4][CH2:3][CH2:2]1.[OH-].[Na+]. The catalyst is CO.O. The product is [CH:1]1([C:5]2[C:14]([I:15])=[CH:13][C:8]([C:9]([OH:11])=[O:10])=[C:7]([CH2:16][CH3:17])[CH:6]=2)[CH2:2][CH2:3][CH2:4]1. The yield is 0.910. (3) The reactants are [F:1][C:2]([F:27])([F:26])[CH:3]([C:5]1[CH:10]=[CH:9][C:8]([N:11]2[CH2:24][CH2:23][C:13]3([CH2:22][CH2:21][C:16]4(OCC[O:17]4)[CH2:15][CH2:14]3)[C:12]2=[O:25])=[CH:7][CH:6]=1)[OH:4].Cl. The catalyst is O1CCCC1. The product is [F:27][C:2]([F:1])([F:26])[CH:3]([C:5]1[CH:10]=[CH:9][C:8]([N:11]2[CH2:24][CH2:23][C:13]3([CH2:14][CH2:15][C:16](=[O:17])[CH2:21][CH2:22]3)[C:12]2=[O:25])=[CH:7][CH:6]=1)[OH:4]. The yield is 0.730. (4) The reactants are CC1C2C(=CC=CC=2[N+]([O-])=O)NC=1.[CH3:14][C:15]1[C:23]2[C:18](=[CH:19][C:20]([N+:24]([O-])=O)=[CH:21][CH:22]=2)[NH:17][CH:16]=1. The catalyst is C(O)C.[Pd]. The product is [CH3:14][C:15]1[C:23]2[C:18](=[CH:19][C:20]([NH2:24])=[CH:21][CH:22]=2)[NH:17][CH:16]=1. The yield is 0.240. (5) The reactants are Br[C:2]1[N:3]=[CH:4][C:5]2[N:6]([C:8]([C:11]3[CH:18]=[CH:17][C:14]([C:15]#[N:16])=[CH:13][CH:12]=3)=[CH:9][N:10]=2)[CH:7]=1.Br[C:20]1[CH:30]=[CH:29][C:23]([C:24]([O:26][CH2:27]C)=[O:25])=[CH:22][N:21]=1.C[Sn](C)C.C[Sn](C)C. The product is [C:15]([C:14]1[CH:17]=[CH:18][C:11]([C:8]2[N:6]3[CH:7]=[C:2]([C:20]4[CH:30]=[CH:29][C:23]([C:24]([O:26][CH3:27])=[O:25])=[CH:22][N:21]=4)[N:3]=[CH:4][C:5]3=[N:10][CH:9]=2)=[CH:12][CH:13]=1)#[N:16]. The catalyst is CN(C=O)C.Cl[Pd](Cl)([P](C1C=CC=CC=1)(C1C=CC=CC=1)C1C=CC=CC=1)[P](C1C=CC=CC=1)(C1C=CC=CC=1)C1C=CC=CC=1. The yield is 0.480. (6) The reactants are [C:1]([C:5]1[CH:6]=[C:7]2[C:11](=[CH:12][CH:13]=1)[C@H:10]([NH:14][C:15]([NH:17][C:18]1[CH:26]=[CH:25][CH:24]=[C:23]3[C:19]=1[CH:20]=[N:21][N:22]3[C:27]([O:29][CH2:30][CH2:31][NH:32]C(OCC1C=CC=CC=1)=O)=[O:28])=[O:16])[CH2:9][CH2:8]2)([CH3:4])([CH3:3])[CH3:2].[ClH:43].[H][H]. The product is [ClH:43].[C:1]([C:5]1[CH:6]=[C:7]2[C:11](=[CH:12][CH:13]=1)[C@H:10]([NH:14][C:15]([NH:17][C:18]1[CH:26]=[CH:25][CH:24]=[C:23]3[C:19]=1[CH:20]=[N:21][N:22]3[C:27]([O:29][CH2:30][CH2:31][NH2:32])=[O:28])=[O:16])[CH2:9][CH2:8]2)([CH3:4])([CH3:2])[CH3:3]. The yield is 1.00. The catalyst is CO.[Pd].